This data is from Forward reaction prediction with 1.9M reactions from USPTO patents (1976-2016). The task is: Predict the product of the given reaction. (1) Given the reactants C(OC(=O)[NH:10][C@@H:11]1[CH2:17][CH2:16][CH2:15][N:14]([C:18]2[N:19]([CH3:49])[N:20]=[CH:21][C:22]=2[NH:23][C:24]([C:26]2[N:27]=[C:28]([C:39]3[CH:44]=[CH:43][CH:42]=[CH:41][C:40]=3[C:45]([F:48])([F:47])[F:46])[S:29][C:30]=2[NH:31]C(OC(C)(C)C)=O)=[O:25])[CH2:13][CH2:12]1)C1C=CC=CC=1, predict the reaction product. The product is: [NH2:31][C:30]1[S:29][C:28]([C:39]2[CH:44]=[CH:43][CH:42]=[CH:41][C:40]=2[C:45]([F:47])([F:48])[F:46])=[N:27][C:26]=1[C:24]([NH:23][C:22]1[CH:21]=[N:20][N:19]([CH3:49])[C:18]=1[N:14]1[CH2:15][CH2:16][CH2:17][C@@H:11]([NH2:10])[CH2:12][CH2:13]1)=[O:25]. (2) The product is: [F:1][C:2]1[CH:3]=[CH:4][C:5]([CH2:6][N:7]2[CH2:12][CH2:11][CH2:10][C:9]3([NH:17][C:16](=[O:18])[C:15]4[CH:19]=[C:20](/[CH:23]=[CH:24]/[C:25]([NH:27][OH:28])=[O:26])[CH:21]=[CH:22][C:14]=4[O:13]3)[CH2:8]2)=[CH:35][CH:36]=1. Given the reactants [F:1][C:2]1[CH:36]=[CH:35][C:5]([CH2:6][N:7]2[CH2:12][CH2:11][CH2:10][C:9]3([NH:17][C:16](=[O:18])[C:15]4[CH:19]=[C:20](/[CH:23]=[CH:24]/[C:25]([NH:27][O:28]C5CCCCO5)=[O:26])[CH:21]=[CH:22][C:14]=4[O:13]3)[CH2:8]2)=[CH:4][CH:3]=1.Cl, predict the reaction product. (3) Given the reactants [F:1][C:2]1[CH:7]=[CH:6][C:5]([S:8][C:9]2[C:18]([O:19]C)=[CH:17][CH:16]=[C:15]3[C:10]=2[CH:11]=[CH:12][C:13]([S:21]([CH3:24])(=[O:23])=[O:22])=[N:14]3)=[CH:4][CH:3]=1.[Li+].[Cl-], predict the reaction product. The product is: [F:1][C:2]1[CH:3]=[CH:4][C:5]([S:8][C:9]2[C:18]([OH:19])=[CH:17][CH:16]=[C:15]3[C:10]=2[CH:11]=[CH:12][C:13]([S:21]([CH3:24])(=[O:22])=[O:23])=[N:14]3)=[CH:6][CH:7]=1.